Dataset: Full USPTO retrosynthesis dataset with 1.9M reactions from patents (1976-2016). Task: Predict the reactants needed to synthesize the given product. (1) Given the product [CH:1]([C:4]1[CH:5]=[C:6]([CH:9]=[CH:10][C:11]=1[O:12][CH3:13])[CH:7]=[C:16]1[C:17]2[C:22](=[CH:21][CH:20]=[CH:19][CH:18]=2)[NH:14][C:15]1=[O:23])([CH3:3])[CH3:2], predict the reactants needed to synthesize it. The reactants are: [CH:1]([C:4]1[CH:5]=[C:6]([CH:9]=[CH:10][C:11]=1[O:12][CH3:13])[CH:7]=O)([CH3:3])[CH3:2].[NH:14]1[C:22]2[C:17](=[CH:18][CH:19]=[CH:20][CH:21]=2)[CH2:16][C:15]1=[O:23]. (2) The reactants are: [CH:1]([OH:4])([CH3:3])[CH3:2].S(=O)(=O)(O)O.[N+:10]([C:13]1[CH:34]=[CH:33][C:16]([CH2:17][C@@H:18]([C:30](O)=[O:31])[NH:19][C:20](=[O:29])[C:21]2[C:26]([Cl:27])=[CH:25][CH:24]=[CH:23][C:22]=2[Cl:28])=[CH:15][CH:14]=1)([O-:12])=[O:11]. Given the product [CH:1]([O:4][C:30](=[O:31])[C@H:18]([CH2:17][C:16]1[CH:15]=[CH:14][C:13]([N+:10]([O-:12])=[O:11])=[CH:34][CH:33]=1)[NH:19][C:20](=[O:29])[C:21]1[C:26]([Cl:27])=[CH:25][CH:24]=[CH:23][C:22]=1[Cl:28])([CH3:3])[CH3:2], predict the reactants needed to synthesize it. (3) Given the product [F:44][C:45]1[CH:50]=[CH:49][C:48]([S:51]([NH:1][C:2]2[CH:3]=[C:4]([C:8]3[CH:17]=[N:16][C:15]4[C:14]([N:18]5[CH2:23][CH2:22][O:21][CH2:20][CH2:19]5)=[N:13][C:12]([C:24]5[CH:25]=[N:26][C:27]([NH:30][C:31](=[O:37])[O:32][C:33]([CH3:34])([CH3:36])[CH3:35])=[N:28][CH:29]=5)=[N:11][C:10]=4[CH:9]=3)[CH:5]=[CH:6][CH:7]=2)(=[O:53])=[O:52])=[CH:47][CH:46]=1, predict the reactants needed to synthesize it. The reactants are: [NH2:1][C:2]1[CH:3]=[C:4]([C:8]2[CH:17]=[N:16][C:15]3[C:14]([N:18]4[CH2:23][CH2:22][O:21][CH2:20][CH2:19]4)=[N:13][C:12]([C:24]4[CH:25]=[N:26][C:27]([NH:30][C:31](=[O:37])[O:32][C:33]([CH3:36])([CH3:35])[CH3:34])=[N:28][CH:29]=4)=[N:11][C:10]=3[CH:9]=2)[CH:5]=[CH:6][CH:7]=1.N1C=CC=CC=1.[F:44][C:45]1[CH:50]=[CH:49][C:48]([S:51](Cl)(=[O:53])=[O:52])=[CH:47][CH:46]=1. (4) Given the product [O:4]1[C:8]2[CH:9]=[CH:10][CH:11]=[CH:12][C:7]=2[CH:6]=[C:5]1[C:13]1[NH:15][C:21](=[O:22])[CH2:17][C:18](=[O:19])[N:14]=1, predict the reactants needed to synthesize it. The reactants are: C[O-].[Na+].[O:4]1[C:8]2[CH:9]=[CH:10][CH:11]=[CH:12][C:7]=2[CH:6]=[C:5]1[C:13]([NH2:15])=[NH:14].C[C:17](C)([C:21]([O-])=[O:22])[C:18]([O-])=[O:19].Cl.